This data is from Reaction yield outcomes from USPTO patents with 853,638 reactions. The task is: Predict the reaction yield, written as a fraction of the theoretical maximum amount of product (1.0 means a 100% yield; for example, 0.34 means a 34% yield). The reactants are [CH3:1][S:2]([C:4]1[CH:9]=[CH:8][CH:7]=[CH:6][C:5]=1[NH:10][C:11](=O)[CH3:12])=[O:3].OS(O)(=O)=O.[N-:19]=[N+]=[N-].[Na+]. The catalyst is C(Cl)(Cl)Cl. The product is [CH3:1][S:2]1(=[O:3])[C:4]2[CH:9]=[CH:8][CH:7]=[CH:6][C:5]=2[N:10]=[C:11]([CH3:12])[N:19]=1. The yield is 0.800.